Dataset: Full USPTO retrosynthesis dataset with 1.9M reactions from patents (1976-2016). Task: Predict the reactants needed to synthesize the given product. (1) Given the product [Cl:1][C:2]1[C:3]([C:9]#[N:10])=[N:4][CH:5]=[C:6](/[CH:15]=[CH:14]/[CH2:13][O:12][CH3:11])[CH:7]=1, predict the reactants needed to synthesize it. The reactants are: [Cl:1][C:2]1[C:3]([C:9]#[N:10])=[N:4][CH:5]=[C:6](Cl)[CH:7]=1.[CH3:11][O:12][CH2:13]/[CH:14]=[CH:15]/B1OC(C)(C)C(C)(C)O1.C(=O)([O-])[O-].[Na+].[Na+]. (2) Given the product [F:23][C:24]1[C:32]([F:33])=[CH:31][CH:30]=[CH:29][C:25]=1[C:26]1[NH:15][C:16]2[CH:17]=[N:18][CH:19]=[CH:20][C:21]=2[N:22]=1, predict the reactants needed to synthesize it. The reactants are: O=P12OP3(OP(OP(O3)(O1)=O)(=O)O2)=O.[NH2:15][C:16]1[CH:17]=[N:18][CH:19]=[CH:20][C:21]=1[NH2:22].[F:23][C:24]1[C:32]([F:33])=[CH:31][CH:30]=[CH:29][C:25]=1[C:26](O)=O.[OH-].[Na+].